Dataset: Forward reaction prediction with 1.9M reactions from USPTO patents (1976-2016). Task: Predict the product of the given reaction. The product is: [C:1]([C:5]1[N:10]=[CH:9][C:8]([C:11]2[N:12]([C:32]([N:34]3[CH2:39][CH2:38][CH:37]([CH2:40][C:41]([NH:51][C:50]4[CH:52]=[CH:53][CH:54]=[C:48]([F:47])[CH:49]=4)=[O:43])[CH2:36][CH2:35]3)=[O:33])[C@@:13]([C:25]3[CH:30]=[CH:29][C:28]([Cl:31])=[CH:27][CH:26]=3)([CH3:24])[C@@:14]([C:17]3[CH:22]=[CH:21][C:20]([Cl:23])=[CH:19][CH:18]=3)([CH3:16])[N:15]=2)=[C:7]([O:44][CH2:45][CH3:46])[CH:6]=1)([CH3:2])([CH3:3])[CH3:4]. Given the reactants [C:1]([C:5]1[N:10]=[CH:9][C:8]([C:11]2[N:12]([C:32]([N:34]3[CH2:39][CH2:38][CH:37]([CH2:40][C:41]([OH:43])=O)[CH2:36][CH2:35]3)=[O:33])[C@@:13]([C:25]3[CH:30]=[CH:29][C:28]([Cl:31])=[CH:27][CH:26]=3)([CH3:24])[C@@:14]([C:17]3[CH:22]=[CH:21][C:20]([Cl:23])=[CH:19][CH:18]=3)([CH3:16])[N:15]=2)=[C:7]([O:44][CH2:45][CH3:46])[CH:6]=1)([CH3:4])([CH3:3])[CH3:2].[F:47][C:48]1[CH:49]=[C:50]([CH:52]=[CH:53][CH:54]=1)[NH2:51], predict the reaction product.